Dataset: Peptide-MHC class I binding affinity with 185,985 pairs from IEDB/IMGT. Task: Regression. Given a peptide amino acid sequence and an MHC pseudo amino acid sequence, predict their binding affinity value. This is MHC class I binding data. (1) The peptide sequence is MACHRVLTY. The MHC is HLA-A02:03 with pseudo-sequence HLA-A02:03. The binding affinity (normalized) is 0.0847. (2) The peptide sequence is NMYSEICYS. The MHC is HLA-B57:01 with pseudo-sequence HLA-B57:01. The binding affinity (normalized) is 0.0847. (3) The peptide sequence is YADSVKGRFT. The MHC is HLA-A02:06 with pseudo-sequence HLA-A02:06. The binding affinity (normalized) is 0.